Regression/Classification. Given a drug SMILES string, predict its absorption, distribution, metabolism, or excretion properties. Task type varies by dataset: regression for continuous measurements (e.g., permeability, clearance, half-life) or binary classification for categorical outcomes (e.g., BBB penetration, CYP inhibition). Dataset: cyp2d6_veith. From a dataset of CYP2D6 inhibition data for predicting drug metabolism from PubChem BioAssay. (1) The result is 0 (non-inhibitor). The molecule is Cc1ccccc1-c1cc(NCCN2CCOCC2)ncn1. (2) The drug is COc1ccc(C(=O)N2CCC3(CC2)CN(c2ncccn2)C3)cc1. The result is 0 (non-inhibitor).